From a dataset of Forward reaction prediction with 1.9M reactions from USPTO patents (1976-2016). Predict the product of the given reaction. (1) The product is: [Cl:1][C:2]1[CH:7]=[CH:6][CH:5]=[CH:4][C:3]=1[S:8]([N:18]1[CH2:19][CH2:20][CH2:21][CH:16]([C:15]([OH:22])=[O:14])[CH2:17]1)(=[O:10])=[O:9]. Given the reactants [Cl:1][C:2]1[CH:7]=[CH:6][CH:5]=[CH:4][C:3]=1[S:8](Cl)(=[O:10])=[O:9].C([O:14][C:15](=[O:22])[CH:16]1[CH2:21][CH2:20][CH2:19][NH:18][CH2:17]1)C, predict the reaction product. (2) Given the reactants FC(F)(F)C(O)=O.[NH2:8][C:9]1[C:14]([C:15]([C:17]2[CH:22]=[CH:21][C:20]([F:23])=[CH:19][C:18]=2[O:24][CH3:25])=[O:16])=[CH:13][N:12]=[C:11]([NH:26][CH:27]2[CH2:32][CH2:31][NH:30][CH2:29][CH2:28]2)[N:10]=1.C(N(CC)CC)C.[CH3:40][S:41](Cl)(=[O:43])=[O:42], predict the reaction product. The product is: [NH2:8][C:9]1[C:14]([C:15]([C:17]2[CH:22]=[CH:21][C:20]([F:23])=[CH:19][C:18]=2[O:24][CH3:25])=[O:16])=[CH:13][N:12]=[C:11]([NH:26][CH:27]2[CH2:28][CH2:29][N:30]([S:41]([CH3:40])(=[O:43])=[O:42])[CH2:31][CH2:32]2)[N:10]=1.